From a dataset of Full USPTO retrosynthesis dataset with 1.9M reactions from patents (1976-2016). Predict the reactants needed to synthesize the given product. Given the product [CH3:1][C:2]1[CH:3]=[C:4]([NH2:21])[C:5]([NH:6][CH2:7][CH2:8][CH2:9][C:10]2[CH:15]=[CH:14][CH:13]=[CH:12][CH:11]=2)=[CH:16][C:17]=1[CH2:18][CH2:19][CH3:20], predict the reactants needed to synthesize it. The reactants are: [CH3:1][C:2]1[C:17]([CH2:18][CH2:19][CH3:20])=[CH:16][C:5]([NH:6][CH2:7][CH2:8][CH2:9][C:10]2[CH:15]=[CH:14][CH:13]=[CH:12][CH:11]=2)=[C:4]([N+:21]([O-])=O)[CH:3]=1.N#N.